From a dataset of Forward reaction prediction with 1.9M reactions from USPTO patents (1976-2016). Predict the product of the given reaction. (1) Given the reactants S(Cl)(Cl)=O.CC1C=CC(C)=CC=1C(O)=O.CC1C=CC(C)=CC=1C(Cl)=O.[CH3:27][C:28]1[CH:33]=[CH:32][C:31]([CH3:34])=[CH:30][C:29]=1[C:35]([N:37]=[C:38]=[S:39])=[O:36].[Cl:40][C:41]1[CH:42]=[C:43]([CH:45]=[CH:46][C:47]=1[O:48][C:49]1[C:58]2[C:53](=[CH:54][C:55]([O:61][CH3:62])=[C:56]([O:59][CH3:60])[CH:57]=2)[N:52]=[CH:51][CH:50]=1)[NH2:44], predict the reaction product. The product is: [Cl:40][C:41]1[CH:42]=[C:43]([NH:44][C:38]([NH:37][C:35](=[O:36])[C:29]2[CH:30]=[C:31]([CH3:34])[CH:32]=[CH:33][C:28]=2[CH3:27])=[S:39])[CH:45]=[CH:46][C:47]=1[O:48][C:49]1[C:58]2[C:53](=[CH:54][C:55]([O:61][CH3:62])=[C:56]([O:59][CH3:60])[CH:57]=2)[N:52]=[CH:51][CH:50]=1. (2) Given the reactants C([O:8][CH2:9][CH2:10][C:11]1[N:12]([CH2:25][C:26]([F:29])([CH3:28])[CH3:27])[C:13]2[C:22]3[N:21]=[CH:20][CH:19]=[CH:18][C:17]=3[N:16]=[C:15]([NH2:23])[C:14]=2[N:24]=1)C1C=CC=CC=1.Cl, predict the reaction product. The product is: [NH2:23][C:15]1[C:14]2[N:24]=[C:11]([CH2:10][CH2:9][OH:8])[N:12]([CH2:25][C:26]([F:29])([CH3:28])[CH3:27])[C:13]=2[C:22]2[N:21]=[CH:20][CH:19]=[CH:18][C:17]=2[N:16]=1. (3) Given the reactants N/C(/C#N)=[C:3](\[NH:6][C:7]([NH:9][C@H:10]1CC[O:12][CH2:11]1)=O)/[C:4]#[N:5].[C:17]1([CH3:27])C(S(O)(=O)=O)=CC=CC=1.[N:28]([C@H:31]1[CH2:35][CH2:34][O:33][CH2:32]1)=[C:29]=[O:30].[NH2:36]/C(/C#N)=C(\N)/C#N.[O:44]1[CH2:48][CH2:47][CH2:46][CH2:45]1, predict the reaction product. The product is: [OH:44][C:48]1[CH:47]=[C:46]([C:7]2[N:6]=[C:3]3[C:4]([NH:5][C:29](=[O:30])[N:28]3[C@H:31]3[CH2:35][CH2:34][O:33][CH2:32]3)=[C:10]([C:11]([NH2:36])=[O:12])[N:9]=2)[CH:45]=[CH:17][CH:27]=1. (4) Given the reactants Cl.[Cl:2][C:3]1[CH:4]=[CH:5][C:6]([S:11]([CH2:14][CH3:15])(=[O:13])=[O:12])=[C:7]([CH2:9][NH2:10])[CH:8]=1.[NH2:16][C:17]1[C:25]([Cl:26])=[C:24]([CH2:27][N:28]2[CH2:33][CH2:32][CH2:31][C@H:30]([NH:34][C:35]([O:37][C:38]([CH3:41])([CH3:40])[CH3:39])=[O:36])[CH2:29]2)[C:23]([O:42][C:43]([F:46])([F:45])[F:44])=[CH:22][C:18]=1[C:19](O)=[O:20].NC1C(Cl)=C(C=O)C(C(F)(F)F)=CC=1C(NCC1C=C(Cl)C=CC=1S(CC)(=O)=O)=O, predict the reaction product. The product is: [NH2:16][C:17]1[C:25]([Cl:26])=[C:24]([CH2:27][N:28]2[CH2:33][CH2:32][CH2:31][C@H:30]([NH:34][C:35](=[O:36])[O:37][C:38]([CH3:39])([CH3:41])[CH3:40])[CH2:29]2)[C:23]([O:42][C:43]([F:46])([F:45])[F:44])=[CH:22][C:18]=1[C:19](=[O:20])[NH:10][CH2:9][C:7]1[CH:8]=[C:3]([Cl:2])[CH:4]=[CH:5][C:6]=1[S:11]([CH2:14][CH3:15])(=[O:13])=[O:12]. (5) Given the reactants [CH2:1]([N:3]1[CH2:8][CH2:7][N:6]([C:9]2[CH:14]=[CH:13][C:12](N)=[CH:11][C:10]=2[CH3:16])[CH2:5][CH2:4]1)[CH3:2].[BrH:17].N([O-])=O.[Na+], predict the reaction product. The product is: [Br:17][C:12]1[CH:13]=[CH:14][C:9]([N:6]2[CH2:7][CH2:8][N:3]([CH2:1][CH3:2])[CH2:4][CH2:5]2)=[C:10]([CH3:16])[CH:11]=1. (6) Given the reactants [NH2:1][C:2]([C:7]1[CH:12]=[CH:11][CH:10]=[CH:9][CH:8]=1)([CH3:6])[C:3](O)=[O:4].[OH-].[K+].[CH3:15][N:16]=[C:17]=[S:18], predict the reaction product. The product is: [CH3:15][N:16]1[C:3](=[O:4])[C:2]([CH3:6])([C:7]2[CH:12]=[CH:11][CH:10]=[CH:9][CH:8]=2)[NH:1][C:17]1=[S:18].